This data is from Catalyst prediction with 721,799 reactions and 888 catalyst types from USPTO. The task is: Predict which catalyst facilitates the given reaction. Reactant: CON(C)[C:4]([CH:6]1[CH2:11][CH2:10][CH:9]([C:12]2[CH:17]=[CH:16][C:15]([Cl:18])=[CH:14][CH:13]=2)[CH2:8][CH2:7]1)=[O:5].[Br-].O.Cl. Product: [Cl:18][C:15]1[CH:16]=[CH:17][C:12]([CH:9]2[CH2:10][CH2:11][CH:6]([C:4](=[O:5])[CH2:8][CH2:7][CH:6]=[CH2:4])[CH2:7][CH2:8]2)=[CH:13][CH:14]=1. The catalyst class is: 7.